Dataset: Catalyst prediction with 721,799 reactions and 888 catalyst types from USPTO. Task: Predict which catalyst facilitates the given reaction. (1) Reactant: [NH2:1][C:2]1[CH:7]=[C:6]([CH2:8][NH2:9])[CH:5]=[C:4]([Br:10])[C:3]=1[OH:11].C(N(CC)CC)C.[C:19]([O:23][C:24](O[C:24]([O:23][C:19]([CH3:22])([CH3:21])[CH3:20])=[O:25])=[O:25])([CH3:22])([CH3:21])[CH3:20]. Product: [C:19]([O:23][C:24](=[O:25])[NH:9][CH2:8][C:6]1[CH:5]=[C:4]([Br:10])[C:3]([OH:11])=[C:2]([NH2:1])[CH:7]=1)([CH3:22])([CH3:21])[CH3:20]. The catalyst class is: 3. (2) Reactant: [NH2:1][CH:2]1[CH2:11][C:10]2[C:5](=[CH:6][CH:7]=[CH:8][CH:9]=2)[N:4]([S:12]([C:15]2[CH:20]=[CH:19][C:18]([NH:21][C:22]([NH:24][C:25]3[CH:30]=[CH:29][CH:28]=[CH:27][CH:26]=3)=[O:23])=[CH:17][CH:16]=2)(=[O:14])=[O:13])[CH2:3]1.Cl[C:32]1[N:37]=[C:36]([NH2:38])[N:35]=[C:34]2[NH:39][N:40]=[CH:41][C:33]=12.C(N(C(C)C)CC)(C)C.O. Product: [NH2:38][C:36]1[N:35]=[C:34]2[NH:39][N:40]=[CH:41][C:33]2=[C:32]([NH:1][CH:2]2[CH2:11][C:10]3[C:5](=[CH:6][CH:7]=[CH:8][CH:9]=3)[N:4]([S:12]([C:15]3[CH:20]=[CH:19][C:18]([NH:21][C:22]([NH:24][C:25]4[CH:30]=[CH:29][CH:28]=[CH:27][CH:26]=4)=[O:23])=[CH:17][CH:16]=3)(=[O:13])=[O:14])[CH2:3]2)[N:37]=1. The catalyst class is: 44. (3) Reactant: [C:1]1([CH2:7][CH2:8][CH2:9][CH:10]([NH:20][C:21]([CH:23]2[CH2:28][CH2:27][CH2:26][CH2:25][N:24]2[C:29]([CH:31]2[CH2:36][CH2:35][CH2:34][CH2:33][N:32]2C(OC(C)(C)C)=O)=[O:30])=[O:22])[CH2:11][CH2:12][CH2:13][C:14]2[CH:19]=[CH:18][CH:17]=[CH:16][CH:15]=2)[CH:6]=[CH:5][CH:4]=[CH:3][CH:2]=1.FC(F)(F)C(O)=O. Product: [C:1]1([CH2:7][CH2:8][CH2:9][CH:10]([NH:20][C:21]([CH:23]2[CH2:28][CH2:27][CH2:26][CH2:25][N:24]2[C:29]([CH:31]2[CH2:36][CH2:35][CH2:34][CH2:33][NH:32]2)=[O:30])=[O:22])[CH2:11][CH2:12][CH2:13][C:14]2[CH:15]=[CH:16][CH:17]=[CH:18][CH:19]=2)[CH:2]=[CH:3][CH:4]=[CH:5][CH:6]=1. The catalyst class is: 2. (4) Reactant: Br[CH2:2][C:3]1[N:8]([CH2:9][CH2:10][C:11]2[CH:23]=[CH:22][C:14]([C:15]([O:17][C:18]([CH3:21])([CH3:20])[CH3:19])=[O:16])=[CH:13][CH:12]=2)[C:7](=[O:24])[C:6]([Cl:25])=[CH:5][C:4]=1[Cl:26].Cl.[Cl:28][C:29]1[C:30]([CH3:37])=[C:31]([CH:34]=[CH:35][CH:36]=1)[NH:32][CH3:33].C(N(C(C)C)C(C)C)C.C(=O)([O-])[O-].[K+].[K+]. Product: [Cl:25][C:6]1[C:7](=[O:24])[N:8]([CH2:9][CH2:10][C:11]2[CH:23]=[CH:22][C:14]([C:15]([O:17][C:18]([CH3:21])([CH3:20])[CH3:19])=[O:16])=[CH:13][CH:12]=2)[C:3]([CH2:2][N:32]([C:31]2[CH:34]=[CH:35][CH:36]=[C:29]([Cl:28])[C:30]=2[CH3:37])[CH3:33])=[C:4]([Cl:26])[CH:5]=1. The catalyst class is: 248. (5) Reactant: [NH2:1][C:2]1[N:7]=[C:6](Cl)[CH:5]=[CH:4][N:3]=1.[CH:9]1([NH2:14])[CH2:13][CH2:12][CH2:11][CH2:10]1.C(N(CC)CC)C. Product: [CH:9]1([NH:14][C:6]2[CH:5]=[CH:4][N:3]=[C:2]([NH2:1])[N:7]=2)[CH2:13][CH2:12][CH2:11][CH2:10]1. The catalyst class is: 14. (6) Reactant: Cl[CH2:2][C:3]1[CH:4]=[CH:5][CH:6]=[C:7]2[C:12]=1[N:11]=[C:10]([C:13]1[CH:18]=[CH:17][CH:16]=[C:15]([C:19]([F:22])([F:21])[F:20])[CH:14]=1)[CH:9]=[CH:8]2.[CH:23]1([NH2:28])[CH2:27][CH2:26][CH2:25][CH2:24]1.CCN(C(C)C)C(C)C. Product: [F:20][C:19]([F:22])([F:21])[C:15]1[CH:14]=[C:13]([C:10]2[CH:9]=[CH:8][C:7]3[C:12](=[C:3]([CH2:2][NH:28][CH:23]4[CH2:27][CH2:26][CH2:25][CH2:24]4)[CH:4]=[CH:5][CH:6]=3)[N:11]=2)[CH:18]=[CH:17][CH:16]=1. The catalyst class is: 10. (7) Reactant: [CH3:1][C:2]([CH3:7])([CH3:6])[C:3](Cl)=[O:4].[NH2:8][C:9]1[CH:14]=[CH:13][N:12]=[CH:11][CH:10]=1.C(N(CC)CC)C. Product: [N:12]1[CH:13]=[CH:14][C:9]([NH:8][C:3](=[O:4])[C:2]([CH3:7])([CH3:6])[CH3:1])=[CH:10][CH:11]=1. The catalyst class is: 4. (8) Reactant: [C:1]([O:5][C:6](=[O:27])[NH:7][C:8]([C:10]1[S:11][C:12]([S:25][CH3:26])=[C:13]([S:15]([C:18]2[CH:23]=[CH:22][CH:21]=[C:20](Br)[CH:19]=2)(=[O:17])=[O:16])[CH:14]=1)=[NH:9])([CH3:4])([CH3:3])[CH3:2].[OH:28][CH2:29][C:30]1[C:31](C)=[C:32](B(O)O)[CH:33]=[CH:34][CH:35]=1.[C:40]([O-])([O-])=O.[Na+].[Na+].C(O)C. Product: [C:1]([O:5][C:6](=[O:27])[NH:7][C:8]([C:10]1[S:11][C:12]([S:25][CH3:26])=[C:13]([S:15]([C:18]2[CH:19]=[C:20]([C:34]3[CH:35]=[C:30]([CH2:29][OH:28])[CH:31]=[CH:32][C:33]=3[CH3:40])[CH:21]=[CH:22][CH:23]=2)(=[O:17])=[O:16])[CH:14]=1)=[NH:9])([CH3:4])([CH3:3])[CH3:2]. The catalyst class is: 206. (9) Reactant: [N:1]1[C:10]2[C:5](=[CH:6][C:7]([CH2:11][N:12]3[C:16]4=[N:17][C:18]([C:21]5[CH:28]=[CH:27][C:24]([CH:25]=[O:26])=[CH:23][CH:22]=5)=[CH:19][CH:20]=[C:15]4[N:14]=[N:13]3)=[CH:8][CH:9]=2)[CH:4]=[CH:3][CH:2]=1.[BH4-].[Na+]. The catalyst class is: 5. Product: [N:1]1[C:10]2[C:5](=[CH:6][C:7]([CH2:11][N:12]3[C:16]4=[N:17][C:18]([C:21]5[CH:28]=[CH:27][C:24]([CH2:25][OH:26])=[CH:23][CH:22]=5)=[CH:19][CH:20]=[C:15]4[N:14]=[N:13]3)=[CH:8][CH:9]=2)[CH:4]=[CH:3][CH:2]=1. (10) Reactant: C[Si]([N-][Si](C)(C)C)(C)C.[K+].[C:11]1([C@H:17]2[CH2:21][O:20][C:19](=[O:22])[N:18]2[C:23](=[O:33])[CH2:24][C@@H:25]([C:27]2[CH:32]=[CH:31][CH:30]=[CH:29][CH:28]=2)[CH3:26])[CH:16]=[CH:15][CH:14]=[CH:13][CH:12]=1.C(C1C=C(C(C)C)C=C(C(C)C)C=1S([N:52]=[N+:53]=[N-:54])(=O)=O)(C)C.C(O)(=O)C. Product: [N:52]([C@@H:24]([C@@H:25]([C:27]1[CH:28]=[CH:29][CH:30]=[CH:31][CH:32]=1)[CH3:26])[C:23]([N:18]1[C@@H:17]([C:11]2[CH:12]=[CH:13][CH:14]=[CH:15][CH:16]=2)[CH2:21][O:20][C:19]1=[O:22])=[O:33])=[N+:53]=[N-:54]. The catalyst class is: 30.